Dataset: Catalyst prediction with 721,799 reactions and 888 catalyst types from USPTO. Task: Predict which catalyst facilitates the given reaction. (1) Reactant: C(OC([N:8]1[CH2:12][CH2:11][CH2:10][CH:9]1[C:13](=[O:51])[NH:14][CH:15]([CH2:43][C:44]1[CH:49]=[CH:48][C:47]([F:50])=[CH:46][CH:45]=1)[C:16]([N:18]1C[CH2:22][N:21]([CH:24]([C:36](=[O:39])[NH:37][CH3:38])[CH2:25][C:26]2[CH:35]=[CH:34][C:33]3[C:28](=[CH:29][CH:30]=[CH:31][CH:32]=3)[CH:27]=2)[CH2:20][CH:19]1COC)=[O:17])=O)(C)(C)C.ClCCCl.FC(F)(F)C([O-])=O.O1[CH2:68][CH2:67][O:66][CH2:65]C1. Product: [F:50][C:47]1[CH:48]=[CH:49][C:44]([CH2:43][CH:15]([NH:14][C:13]([CH:9]2[CH2:10][CH2:11][CH2:12][NH:8]2)=[O:51])[C:16]([N:18]2[CH2:19][CH2:20][N:21]([CH:24]([C:36](=[O:39])[NH:37][CH3:38])[CH2:25][C:26]3[CH:35]=[CH:34][C:33]4[C:28](=[CH:29][CH:30]=[CH:31][CH:32]=4)[CH:27]=3)[CH2:22][C:67]2([CH3:68])[O:66][CH3:65])=[O:17])=[CH:45][CH:46]=1. The catalyst class is: 33. (2) The catalyst class is: 164. Product: [CH2:17]([C:2]1[CH:3]=[C:4]2[C:9](=[CH:10][CH:11]=1)[CH:8]=[C:7]([C:12]([O:14][CH3:15])=[O:13])[CH:6]=[CH:5]2)[CH2:18][CH2:19][CH2:20][CH2:21][CH2:22][CH2:23][CH2:24][CH2:25][CH3:26]. Reactant: Br[C:2]1[CH:3]=[C:4]2[C:9](=[CH:10][CH:11]=1)[CH:8]=[C:7]([C:12]([O:14][CH3:15])=[O:13])[CH:6]=[CH:5]2.B(O)(O)[CH2:17][CH2:18][CH2:19][CH2:20][CH2:21][CH2:22][CH2:23][CH2:24][CH2:25][CH3:26].C(=O)([O-])[O-].[K+].[K+].C1(P(C2CCCCC2)C2C=CC=CC=2C2C(C(C)C)=CC(C(C)C)=CC=2C(C)C)CCCCC1. (3) Reactant: NC1C(NC2C=CC=C(O)C=2)=NC(NC2C=CC=C(O)C=2)=NC=1C(OCC)=O.[CH2:29]([O:31][C:32]([C:34]1[N:39]=[C:38]([NH:40][CH2:41][C:42]([O:44][CH2:45][CH3:46])=[O:43])[N:37]=[C:36]([NH:47][CH2:48][C:49]([O:51][CH2:52][CH3:53])=[O:50])[C:35]=1[N+:54]([O-])=O)=[O:33])[CH3:30].[H][H]. Product: [NH2:54][C:35]1[C:36]([NH:47][CH2:48][C:49]([O:51][CH2:52][CH3:53])=[O:50])=[N:37][C:38]([NH:40][CH2:41][C:42]([O:44][CH2:45][CH3:46])=[O:43])=[N:39][C:34]=1[C:32]([O:31][CH2:29][CH3:30])=[O:33]. The catalyst class is: 45.